This data is from Forward reaction prediction with 1.9M reactions from USPTO patents (1976-2016). The task is: Predict the product of the given reaction. (1) Given the reactants [CH2:1]([NH2:13])[CH2:2][CH2:3][CH2:4][CH2:5][CH2:6][CH2:7][CH2:8][CH2:9][CH2:10][CH2:11][CH3:12].C([O-])([O-])=O.[Na+].[Na+].Br[CH2:21][CH2:22][CH2:23][CH2:24][CH2:25][CH2:26][CH2:27][CH2:28][CH2:29][CH2:30][CH2:31][CH2:32][CH2:33][CH3:34], predict the reaction product. The product is: [CH2:1]([NH:13][CH2:34][CH2:33][CH2:32][CH2:31][CH2:30][CH2:29][CH2:28][CH2:27][CH2:26][CH2:25][CH2:24][CH2:23][CH2:22][CH3:21])[CH2:2][CH2:3][CH2:4][CH2:5][CH2:6][CH2:7][CH2:8][CH2:9][CH2:10][CH2:11][CH3:12]. (2) Given the reactants C(N(C(C)C)C(C)C)C.Cl[C:11]1[S:12][C:13]2[CH:19]=[CH:18][CH:17]=[CH:16][C:14]=2[N:15]=1.[CH2:20]([O:27][CH:28]1[CH2:31][CH:30]([NH2:32])[CH2:29]1)[C:21]1[CH:26]=[CH:25][CH:24]=[CH:23][CH:22]=1, predict the reaction product. The product is: [S:12]1[C:13]2[CH:19]=[CH:18][CH:17]=[CH:16][C:14]=2[N:15]=[C:11]1[NH:32][C@H:30]1[CH2:31][C@@H:28]([O:27][CH2:20][C:21]2[CH:26]=[CH:25][CH:24]=[CH:23][CH:22]=2)[CH2:29]1. (3) Given the reactants [NH2:1][C:2]1[CH:7]=[CH:6][C:5]([CH2:8][CH2:9][C:10]#[N:11])=[CH:4][CH:3]=1.[Cl:12]N1C(=O)CCC1=O, predict the reaction product. The product is: [NH2:1][C:2]1[CH:3]=[CH:4][C:5]([CH2:8][CH2:9][C:10]#[N:11])=[CH:6][C:7]=1[Cl:12]. (4) Given the reactants C(=O)([O-])[O-].[Na+].[Na+].O.Br[C:9]1[CH:10]=[CH:11][C:12]2[O:17][CH2:16][C:15](=[O:18])[NH:14][C:13]=2[CH:19]=1.[C:20]([O:24][CH:25]([C:31]1[C:35](B2OC(C)(C)C(C)(C)O2)=[C:34]([CH3:45])[S:33][C:32]=1[CH3:46])[C:26]([O:28][CH2:29][CH3:30])=[O:27])([CH3:23])([CH3:22])[CH3:21], predict the reaction product. The product is: [C:20]([O:24][CH:25]([C:31]1[C:35]([C:9]2[CH:10]=[CH:11][C:12]3[O:17][CH2:16][C:15](=[O:18])[NH:14][C:13]=3[CH:19]=2)=[C:34]([CH3:45])[S:33][C:32]=1[CH3:46])[C:26]([O:28][CH2:29][CH3:30])=[O:27])([CH3:23])([CH3:22])[CH3:21].